Dataset: Catalyst prediction with 721,799 reactions and 888 catalyst types from USPTO. Task: Predict which catalyst facilitates the given reaction. (1) Reactant: C(N(CC)CC)C.[CH3:20][C:19]([O:18][C:16](O[C:16]([O:18][C:19]([CH3:22])([CH3:21])[CH3:20])=[O:17])=[O:17])([CH3:22])[CH3:21].[OH:23][CH2:24][CH:25]1[CH2:30][CH2:29][NH:28][CH2:27][CH2:26]1. Product: [OH:23][CH2:24][CH:25]1[CH2:30][CH2:29][N:28]([C:16]([O:18][C:19]([CH3:20])([CH3:21])[CH3:22])=[O:17])[CH2:27][CH2:26]1. The catalyst class is: 2. (2) Reactant: [F:1][C:2]1[CH:7]=[CH:6][C:5]([CH2:8][C:9]([N:11]2[CH2:15][CH:14]([O:16][C:17](=[O:22])[C:18]([CH3:21])([CH3:20])[CH3:19])[CH2:13][NH:12]2)=[O:10])=[CH:4][CH:3]=1.[CH3:23][S:24]([C:27]1[N:32]=[C:31]([C:33](Cl)=[O:34])[CH:30]=[CH:29][N:28]=1)(=O)=O.[OH-].[Na+]. Product: [F:1][C:2]1[CH:7]=[CH:6][C:5]([CH2:8][C:9]([N:11]2[CH2:15][CH:14]([O:16][C:17](=[O:22])[C:18]([CH3:19])([CH3:21])[CH3:20])[CH2:13][N:12]2[C:33]([C:31]2[CH:30]=[CH:29][N:28]=[C:27]([S:24][CH3:23])[N:32]=2)=[O:34])=[O:10])=[CH:4][CH:3]=1. The catalyst class is: 4. (3) Reactant: C1COCC1.[OH-].[Na+].[F:8][C:9]1[CH:14]=[C:13]([C:15](=[O:38])[NH:16][C:17]2[S:18][C:19]3[CH2:29][CH2:28][C:27]4[C:22](=[CH:23][CH:24]=[CH:25][C:26]=4[CH2:30][CH2:31][CH:32]([O:36][CH3:37])[CH2:33][CH2:34][CH3:35])[C:20]=3[N:21]=2)[CH:12]=[C:11]([F:39])[C:10]=1[CH:40]=[C:41]([CH3:47])[C:42]([O:44]CC)=[O:43].Cl. Product: [F:39][C:11]1[CH:12]=[C:13]([C:15](=[O:38])[NH:16][C:17]2[S:18][C:19]3[CH2:29][CH2:28][C:27]4[C:22](=[CH:23][CH:24]=[CH:25][C:26]=4[CH2:30][CH2:31][CH:32]([O:36][CH3:37])[CH2:33][CH2:34][CH3:35])[C:20]=3[N:21]=2)[CH:14]=[C:9]([F:8])[C:10]=1[CH:40]=[C:41]([CH3:47])[C:42]([OH:44])=[O:43]. The catalyst class is: 5. (4) Reactant: O[C:2]1[C:10]2[C:9]([C:11]([O:13][CH3:14])=[O:12])=[C:8]([CH2:15][CH2:16][C:17]([O:19][CH3:20])=[O:18])[N:7]=[CH:6][C:5]=2[O:4][C:3]=1C(OC)=O.Cl.C[Si](C=[N+]=[N-])(C)C.C(OCC)C. Product: [CH3:20][O:19][C:17](=[O:18])[CH2:16][CH2:15][C:8]1[N:7]=[CH:6][C:5]2[O:4][CH2:3][CH2:2][C:10]=2[C:9]=1[C:11]([O:13][CH3:14])=[O:12]. The catalyst class is: 662.